Dataset: Reaction yield outcomes from USPTO patents with 853,638 reactions. Task: Predict the reaction yield, written as a fraction of the theoretical maximum amount of product (1.0 means a 100% yield; for example, 0.34 means a 34% yield). (1) The catalyst is CCOC(C)=O.[Pd]. The reactants are [CH3:1][O:2][CH:3]1[C:8]([C:9]2[C:17]3[C:12](=[CH:13][CH:14]=[CH:15][CH:16]=3)[NH:11][CH:10]=2)=[CH:7][CH2:6][CH2:5][CH2:4]1. The yield is 0.630. The product is [CH3:1][O:2][CH:3]1[CH2:4][CH2:5][CH2:6][CH2:7][CH:8]1[C:9]1[C:17]2[C:12](=[CH:13][CH:14]=[CH:15][CH:16]=2)[NH:11][CH:10]=1. (2) The reactants are [NH2:1][C:2]1[CH:7]=[CH:6][C:5]([CH:8]2[CH2:13][C:12](=[O:14])[N:11]([CH3:15])[C:10](=[O:16])[CH2:9]2)=[CH:4][C:3]=1[C:17]1[CH2:22][CH2:21][CH2:20][CH2:19][CH:18]=1.C1CN([P+](Br)(N2CCCC2)N2CCCC2)CC1.F[P-](F)(F)(F)(F)F.[K+].[C:48]([C:50]1[N:51]=[C:52]([C:63]([O-])=[O:64])[N:53]([CH2:55][O:56][CH2:57][CH2:58][Si:59]([CH3:62])([CH3:61])[CH3:60])[CH:54]=1)#[N:49].CCN(C(C)C)C(C)C. The catalyst is C(Cl)Cl. The product is [C:17]1([C:3]2[CH:4]=[C:5]([CH:8]3[CH2:9][C:10](=[O:16])[N:11]([CH3:15])[C:12](=[O:14])[CH2:13]3)[CH:6]=[CH:7][C:2]=2[NH:1][C:63]([C:52]2[N:53]([CH2:55][O:56][CH2:57][CH2:58][Si:59]([CH3:62])([CH3:61])[CH3:60])[CH:54]=[C:50]([C:48]#[N:49])[N:51]=2)=[O:64])[CH2:22][CH2:21][CH2:20][CH2:19][CH:18]=1. The yield is 0.270. (3) The reactants are [OH-].[Na+].[C:3]([O:7][C:8](=[O:31])[N:9]([CH2:13][CH2:14][C:15]1[CH:20]=[CH:19][C:18]([Cl:21])=[C:17]([C:22](C)(C)[O:23][SiH2]C(C)(C)C)[CH:16]=1)[CH:10]1[CH2:12][CH2:11]1)([CH3:6])([CH3:5])[CH3:4]. The catalyst is CO. The product is [C:3]([O:7][C:8](=[O:31])[N:9]([CH2:13][CH2:14][C:15]1[CH:20]=[CH:19][C:18]([Cl:21])=[C:17]([CH2:22][OH:23])[CH:16]=1)[CH:10]1[CH2:11][CH2:12]1)([CH3:6])([CH3:4])[CH3:5]. The yield is 0.860. (4) The reactants are [CH2:1]([C:3]1[CH:8]=[CH:7][N:6]2[N:9]=[CH:10][CH:11]=[C:5]2[CH:4]=1)[CH3:2].C1C(=O)N([Br:19])C(=O)C1.O. The catalyst is ClCCl. The product is [Br:19][C:11]1[CH:10]=[N:9][N:6]2[CH:7]=[CH:8][C:3]([CH2:1][CH3:2])=[CH:4][C:5]=12. The yield is 0.840. (5) The reactants are [NH2:1][C:2]1[CH:7]=[CH:6][CH:5]=[CH:4][N:3]=1.Cl[CH2:9][C:10]([NH:12][C:13]([NH:15][CH2:16][CH3:17])=[O:14])=O.[N:18]1[C:23](C)=[CH:22][CH:21]=[CH:20][C:19]=1C. The catalyst is CN1CCN(C)C1=O.CCOC(C)=O. The product is [CH2:10]([NH:12][C:13]([NH:15][C:16]1[N:1]=[C:2]2[CH:7]=[C:6]([C:20]3[CH:19]=[N:18][CH:23]=[CH:22][CH:21]=3)[CH:5]=[CH:4][N:3]2[CH:17]=1)=[O:14])[CH3:9]. The yield is 0.0600. (6) The reactants are [C:1]([O:5][C:6]([N:8]1[CH2:12][CH2:11][C@@H:10]([N:13]2[CH2:19][C:18]3[CH:20]=[CH:21][C:22]([Cl:24])=[CH:23][C:17]=3[NH:16][C:15](=[O:25])[CH2:14]2)[CH2:9]1)=[O:7])([CH3:4])([CH3:3])[CH3:2].[H-].[Na+].[CH2:28](I)[CH3:29]. The catalyst is C1COCC1. The product is [C:1]([O:5][C:6]([N:8]1[CH2:12][CH2:11][C@@H:10]([N:13]2[CH2:19][C:18]3[CH:20]=[CH:21][C:22]([Cl:24])=[CH:23][C:17]=3[N:16]([CH2:28][CH3:29])[C:15](=[O:25])[CH2:14]2)[CH2:9]1)=[O:7])([CH3:4])([CH3:2])[CH3:3]. The yield is 0.470. (7) The catalyst is ClCCl. The product is [Cl:1][C:2]1[C:3]([O:30][C@H:31]2[CH2:35][CH2:34][CH2:33][C@@H:32]2[C:36]2[NH:37][N:38]=[CH:39][CH:40]=2)=[CH:4][C:5]([F:29])=[C:6]([S:8]([NH:11][C:12]2[CH:17]=[CH:16][N:15]=[CH:14][N:13]=2)(=[O:10])=[O:9])[CH:7]=1. The yield is 0.990. The reactants are [Cl:1][C:2]1[C:3]([O:30][C@H:31]2[CH2:35][CH2:34][CH2:33][C@@H:32]2[C:36]2[CH:40]=[CH:39][N:38](C3CCCCO3)[N:37]=2)=[CH:4][C:5]([F:29])=[C:6]([S:8]([N:11](CC2C=CC(OC)=CC=2OC)[C:12]2[CH:17]=[CH:16][N:15]=[CH:14][N:13]=2)(=[O:10])=[O:9])[CH:7]=1.C([SiH](CC)CC)C.FC(F)(F)C(O)=O. (8) The reactants are [C:1]([O:5][C:6]([N:8]1[CH2:13][CH:12]=[C:11]([C:14]2[C:22]3[S:21][C:20]([NH2:23])=[N:19][C:18]=3[C:17]([O:24][CH3:25])=[CH:16][CH:15]=2)[CH2:10][CH2:9]1)=[O:7])([CH3:4])([CH3:3])[CH3:2].C(N(C(C)C)C(C)C)C.[Cl:35][C:36]1[CH:37]=[C:38]([CH:42]=[CH:43][N:44]=1)[C:39](Cl)=[O:40].CO. The catalyst is C1COCC1.ClCCl. The product is [C:1]([O:5][C:6]([N:8]1[CH2:9][CH:10]=[C:11]([C:14]2[C:22]3[S:21][C:20]([NH:23][C:39]([C:38]4[CH:42]=[CH:43][N:44]=[C:36]([Cl:35])[CH:37]=4)=[O:40])=[N:19][C:18]=3[C:17]([O:24][CH3:25])=[CH:16][CH:15]=2)[CH2:12][CH2:13]1)=[O:7])([CH3:4])([CH3:3])[CH3:2]. The yield is 0.890. (9) The reactants are [C:1]([C:3]1[CH:8]=[CH:7][C:6]([C:9](=[O:24])[CH:10]([C:16]2[CH:21]=[CH:20][C:19]([O:22][CH3:23])=[CH:18][CH:17]=2)C(OCC)=O)=[C:5]([CH3:25])[CH:4]=1)#[N:2]. The catalyst is CS(C)=O.[Cl-].[Na+].O. The product is [CH3:23][O:22][C:19]1[CH:18]=[CH:17][C:16]([CH2:10][C:9]([C:6]2[CH:7]=[CH:8][C:3]([C:1]#[N:2])=[CH:4][C:5]=2[CH3:25])=[O:24])=[CH:21][CH:20]=1. The yield is 0.604. (10) The reactants are [N+:1]([C:4]1[CH:9]=[CH:8][C:7]([C:10]2[CH:15]=[CH:14][C:13]([C:16]([OH:18])=O)=[CH:12][CH:11]=2)=[CH:6][CH:5]=1)([O-:3])=[O:2].C(Cl)(=O)C(Cl)=O.Cl.[NH2:26][C@H:27]([C:31]([O:33][CH3:34])=[O:32])[CH:28]([CH3:30])[CH3:29].C(N(CC)CC)C. The catalyst is C(Cl)Cl.CN(C)C=O. The product is [N+:1]([C:4]1[CH:5]=[CH:6][C:7]([C:10]2[CH:11]=[CH:12][C:13]([C:16]([NH:26][C@H:27]([C:31]([O:33][CH3:34])=[O:32])[CH:28]([CH3:30])[CH3:29])=[O:18])=[CH:14][CH:15]=2)=[CH:8][CH:9]=1)([O-:3])=[O:2]. The yield is 0.800.